From a dataset of Forward reaction prediction with 1.9M reactions from USPTO patents (1976-2016). Predict the product of the given reaction. (1) Given the reactants [CH3:1][C:2]1[CH:7]=[CH:6][C:5]([N+:8]([O-])=O)=[CH:4][C:3]=1[N:11]1[C:15](=[O:16])[N:14]([CH3:17])[N:13]=[N:12]1, predict the reaction product. The product is: [NH2:8][C:5]1[CH:6]=[CH:7][C:2]([CH3:1])=[C:3]([N:11]2[C:15](=[O:16])[N:14]([CH3:17])[N:13]=[N:12]2)[CH:4]=1. (2) Given the reactants [Br:1][C:2]1[CH:7]=[CH:6][C:5](F)=[C:4]([N+:9]([O-:11])=[O:10])[CH:3]=1.[CH3:12][CH:13]1[CH2:18][CH:17]([CH3:19])[CH2:16][NH:15][CH2:14]1, predict the reaction product. The product is: [Br:1][C:2]1[CH:7]=[CH:6][C:5]([N:15]2[CH2:16][CH:17]([CH3:19])[CH2:18][CH:13]([CH3:12])[CH2:14]2)=[C:4]([N+:9]([O-:11])=[O:10])[CH:3]=1. (3) Given the reactants [CH3:1][N:2]1[C:10]2[C:5](=[CH:6][CH:7]=[CH:8][C:9]=2[CH2:11][N:12]2[C:16]3[CH:17]=[CH:18][CH:19]=[CH:20][C:15]=3[NH:14][C:13]2=[O:21])[CH:4]=[C:3]1[CH3:22].[C:23]([O:27][CH3:28])(=[O:26])[CH:24]=[CH2:25].[OH-].C([N+](C)(C)C)C1C=CC=CC=1.CO, predict the reaction product. The product is: [CH3:28][O:27][C:23](=[O:26])[CH2:24][CH2:25][N:14]1[C:15]2[CH:20]=[CH:19][CH:18]=[CH:17][C:16]=2[N:12]([CH2:11][C:9]2[CH:8]=[CH:7][CH:6]=[C:5]3[C:10]=2[N:2]([CH3:1])[C:3]([CH3:22])=[CH:4]3)[C:13]1=[O:21]. (4) The product is: [F:26][C:25]([F:28])([F:27])[S:22]([O:1][C:2]1[C:10]2[C:5](=[CH:6][N:7]=[CH:8][CH:9]=2)[O:4][C:3]=1[C:11]([O:13][CH2:14][CH3:15])=[O:12])(=[O:24])=[O:23]. Given the reactants [OH:1][C:2]1[C:10]2[C:5](=[CH:6][N:7]=[CH:8][CH:9]=2)[O:4][C:3]=1[C:11]([O:13][CH2:14][CH3:15])=[O:12].N1C=CC=CC=1.[S:22](O[S:22]([C:25]([F:28])([F:27])[F:26])(=[O:24])=[O:23])([C:25]([F:28])([F:27])[F:26])(=[O:24])=[O:23], predict the reaction product. (5) Given the reactants NC1C([Br:12])=CC=CC=1C(OC)=O.[CH:13]([O:16][C:17]([N:19]1[CH2:25][CH2:24][CH2:23][CH:22]([N:26]([C:42](=[O:44])[CH3:43])[CH2:27][C:28]2[CH:33]=[C:32]([C:34]([F:37])([F:36])[F:35])[CH:31]=[C:30]([C:38]([F:41])([F:40])[F:39])[CH:29]=2)[C:21]2[CH:45]=[CH:46][CH:47]=[CH:48][C:20]1=2)=[O:18])([CH3:15])[CH3:14], predict the reaction product. The product is: [C:42]([N:26]([CH2:27][C:28]1[CH:33]=[C:32]([C:34]([F:35])([F:36])[F:37])[CH:31]=[C:30]([C:38]([F:39])([F:40])[F:41])[CH:29]=1)[CH:22]1[CH2:23][CH2:24][CH2:25][N:19]([C:17]([O:16][CH:13]([CH3:15])[CH3:14])=[O:18])[C:20]2[C:48]([Br:12])=[CH:47][CH:46]=[CH:45][C:21]1=2)(=[O:44])[CH3:43].